From a dataset of Full USPTO retrosynthesis dataset with 1.9M reactions from patents (1976-2016). Predict the reactants needed to synthesize the given product. (1) Given the product [CH3:14][S:13][C:10]1[N:11]=[CH:12][C:7]2[CH:6]=[C:5]([C:3]([OH:4])=[O:2])[C:16](=[O:17])[NH:15][C:8]=2[N:9]=1, predict the reactants needed to synthesize it. The reactants are: C[O:2][C:3]([C:5]1[C:16](=[O:17])[NH:15][C:8]2[N:9]=[C:10]([S:13][CH3:14])[N:11]=[CH:12][C:7]=2[CH:6]=1)=[O:4].Cl. (2) Given the product [F:19][C:20]1[CH:25]=[C:24]([CH2:26][O:27][CH:28]([CH3:29])[CH3:30])[CH:23]=[C:22]([F:31])[C:21]=1[B:5]1[O:6][C:7]([CH3:12])([CH3:13])[C:8]([CH3:10])([CH3:11])[O:9]1, predict the reactants needed to synthesize it. The reactants are: C(O[B:5]1[O:9][C:8]([CH3:11])([CH3:10])[C:7]([CH3:13])([CH3:12])[O:6]1)(C)C.C([Li])CCC.[F:19][C:20]1[CH:25]=[C:24]([CH2:26][O:27][CH:28]([CH3:30])[CH3:29])[CH:23]=[C:22]([F:31])[CH:21]=1. (3) Given the product [F:39][C:37]([F:38])([F:40])[C:29]1[CH:28]=[C:27]([CH:32]=[C:31]([C:33]([F:36])([F:35])[F:34])[CH:30]=1)[CH2:26][N:13]([C@H:11]1[CH2:10][C@@H:9]([CH2:41][CH3:42])[NH:8][CH2:12]1)[C:14]1[N:15]=[CH:16][C:17]([C:20]2[CH:21]=[N:22][N:23]([CH3:25])[CH:24]=2)=[CH:18][N:19]=1, predict the reactants needed to synthesize it. The reactants are: C(OC([N:8]1[CH2:12][C@@H:11]([N:13]([CH2:26][C:27]2[CH:32]=[C:31]([C:33]([F:36])([F:35])[F:34])[CH:30]=[C:29]([C:37]([F:40])([F:39])[F:38])[CH:28]=2)[C:14]2[N:19]=[CH:18][C:17]([C:20]3[CH:21]=[N:22][N:23]([CH3:25])[CH:24]=3)=[CH:16][N:15]=2)[CH2:10][C@H:9]1[CH2:41][CH3:42])=O)(C)(C)C.FC(F)(F)C(O)=O. (4) Given the product [ClH:23].[CH3:19][N:17]1[C:16]2[CH:20]=[CH:21][S:22][C:15]=2[C:14]([CH:11]2[CH2:12][CH2:13][NH:8][CH2:9][CH2:10]2)=[N:18]1, predict the reactants needed to synthesize it. The reactants are: C(OC([N:8]1[CH2:13][CH2:12][CH:11]([C:14]2[C:15]3[S:22][CH:21]=[CH:20][C:16]=3[N:17]([CH3:19])[N:18]=2)[CH2:10][CH2:9]1)=O)(C)(C)C.[ClH:23]. (5) Given the product [CH2:1]([NH:8][CH2:9][CH2:10][C:11]1[N:12]([C@@H:17]2[CH2:26][C:25]3[C:20](=[C:21]([F:28])[CH:22]=[C:23]([F:27])[CH:24]=3)[O:19][CH2:18]2)[C:13](=[S:16])[NH:14][CH:15]=1)[C:2]1[CH:7]=[CH:6][CH:5]=[CH:4][CH:3]=1, predict the reactants needed to synthesize it. The reactants are: [CH2:1]([NH:8][C:9](=O)[CH2:10][C:11]1[N:12]([C@@H:17]2[CH2:26][C:25]3[C:20](=[C:21]([F:28])[CH:22]=[C:23]([F:27])[CH:24]=3)[O:19][CH2:18]2)[C:13](=[S:16])[NH:14][CH:15]=1)[C:2]1[CH:7]=[CH:6][CH:5]=[CH:4][CH:3]=1.[BH4-].[Na+].O1CCCC1.B(F)(F)F.Cl.[OH-].[Na+].